Regression. Given a target protein amino acid sequence and a drug SMILES string, predict the binding affinity score between them. We predict pIC50 (pIC50 = -log10(IC50 in M); higher means more potent). Dataset: bindingdb_ic50. From a dataset of Drug-target binding data from BindingDB using IC50 measurements. (1) The small molecule is CN1CC[C@H](N(C)C(=O)N2CC(c3cc(F)ccc3F)=C[C@@]2(CO)c2ccccc2)[C@H](F)C1. The target protein (Q99661) has sequence MAMDSSLQARLFPGLAIKIQRSNGLIHSANVRTVNLEKSCVSVEWAEGGATKGKEIDFDDVAAINPELLQLLPLHPKDNLPLQENVTIQKQKRRSVNSKIPAPKESLRSRSTRMSTVSELRITAQENDMEVELPAAANSRKQFSVPPAPTRPSCPAVAEIPLRMVSEEMEEQVHSIRGSSSANPVNSVRRKSCLVKEVEKMKNKREEKKAQNSEMRMKRAQEYDSSFPNWEFARMIKEFRATLECHPLTMTDPIEEHRICVCVRKRPLNKQELAKKEIDVISIPSKCLLLVHEPKLKVDLTKYLENQAFCFDFAFDETASNEVVYRFTARPLVQTIFEGGKATCFAYGQTGSGKTHTMGGDLSGKAQNASKGIYAMASRDVFLLKNQPCYRKLGLEVYVTFFEIYNGKLFDLLNKKAKLRVLEDGKQQVQVVGLQEHLVNSADDVIKMIDMGSACRTSGQTFANSNSSRSHACFQIILRAKGRMHGKFSLVDLAGNERGA.... The pIC50 is 4.3. (2) The small molecule is C[C@H](c1cccc2ccccc12)N1CCC(C(=O)NCc2cccc(F)c2)CC1. The target protein (P0C6U6) has sequence MFYNQVTLAVASDSEISGFGFAIPSVAVRTYSEAAAQGFQACRFVAFGLQDCVTGINDDDYVIALTGTNQLCAKILPFSDRPLNLRGWLIFSNSNYVLQDFDVVFGHGAGSVVFVDKYMCGFDGKPVLPKNMWEFRDYFNNNTDSIVIGGVTYQLAWDVIRKDLSYEQQNVLAIESIHYLGTTGHTLKSGCKLTNAKPPKYSSKVVLSGEWNAVYRAFGSPFITNGMSLLDIIVKPVFFNAFVKCNCGSESWSVGAWDGYLSSCCGTPAKKLCVVPGNVVPGDVIITSTSAGCGVKYYAGLVVKHITNITGVSLWRVTAVHSDGMFVASSSYDALLHRNSLDPFCFDVNTLLSNQLRLAFLGASVTEDVKFAASTGVIDISAGMFGLYDDILTNNKPWFVRKASGLFDAIWDAFVAAIKLVPTTTGVLVRFVKSIASTVLTVSNGVIIMCADVPDAFQSVYRTFTQAICAAFDFSLDVFKIGDVKFKRLGDYVLTENALV.... The pIC50 is 4.5.